From a dataset of Reaction yield outcomes from USPTO patents with 853,638 reactions. Predict the reaction yield, written as a fraction of the theoretical maximum amount of product (1.0 means a 100% yield; for example, 0.34 means a 34% yield). (1) The reactants are [CH3:1][C:2]1[C:6]2[C:7](=[O:18])[N:8]([CH2:11][CH2:12][N:13]3[CH2:17][CH2:16][CH2:15][CH2:14]3)[CH2:9][CH2:10][C:5]=2[NH:4][C:3]=1[CH:19]=O.[F:21][C:22]1[CH:23]=[C:24]2[C:28](=[CH:29][C:30]=1[NH:31][C:32](=[O:37])[C:33]([OH:36])([CH3:35])[CH3:34])[NH:27][C:26](=[O:38])[CH2:25]2. No catalyst specified. The product is [F:21][C:22]1[CH:23]=[C:24]2[C:28](=[CH:29][C:30]=1[NH:31][C:32](=[O:37])[C:33]([OH:36])([CH3:35])[CH3:34])[NH:27][C:26](=[O:38])[C:25]2=[CH:19][C:3]1[NH:4][C:5]2[CH2:10][CH2:9][N:8]([CH2:11][CH2:12][N:13]3[CH2:14][CH2:15][CH2:16][CH2:17]3)[C:7](=[O:18])[C:6]=2[C:2]=1[CH3:1]. The yield is 0.430. (2) The reactants are FC(F)(F)C(O)=O.[NH2:8][CH2:9][C:10]1[N:15]=[C:14]([C:16]2[S:17][C:18]3[CH:26]=[CH:25][CH:24]=[CH:23][C:19]=3[C:20](=[O:22])[N:21]=2)[CH:13]=[CH:12][CH:11]=1.[P:27](Cl)([O:32][CH2:33][CH3:34])([O:29][CH2:30][CH3:31])=[O:28].C(=O)([O-])[O-].[K+].[K+]. The catalyst is C(#N)C. The product is [O:22]=[C:20]1[C:19]2[CH:23]=[CH:24][CH:25]=[CH:26][C:18]=2[S:17][C:16]([C:14]2[N:15]=[C:10]([CH2:9][NH:8][P:27]([O:32][CH2:33][CH3:34])([O:29][CH2:30][CH3:31])=[O:28])[CH:11]=[CH:12][CH:13]=2)=[N:21]1. The yield is 0.530. (3) The reactants are [CH3:1][C:2]1[N:6]([CH:7]2[CH2:12][CH2:11][O:10][CH2:9][CH2:8]2)[C:5]2[CH:13]=[CH:14][C:15]([C:17]([OH:19])=O)=[CH:16][C:4]=2[N:3]=1.[NH2:20][C:21]1[CH:26]=[CH:25][CH:24]=[CH:23][C:22]=1O.CCN=C=NCCCN(C)C.[CH3:39][S:40]([OH:43])(=[O:42])=[O:41]. The catalyst is C(Cl)(Cl)Cl.C(OCC)(=O)C.O.CN(C=O)C. The product is [CH3:39][S:40]([OH:43])(=[O:42])=[O:41].[O:19]1[C:22]2[CH:23]=[CH:24][CH:25]=[CH:26][C:21]=2[N:20]=[C:17]1[C:15]1[CH:14]=[CH:13][C:5]2[N:6]([CH:7]3[CH2:8][CH2:9][O:10][CH2:11][CH2:12]3)[C:2]([CH3:1])=[N:3][C:4]=2[CH:16]=1. The yield is 0.281. (4) The reactants are [C:1]([NH:5][S:6]([C:9]1([CH3:12])[CH2:11][CH2:10]1)(=[O:8])=[O:7])([CH3:4])([CH3:3])[CH3:2].C(Br)[C:14]1[CH:19]=[CH:18][CH:17]=[CH:16][CH:15]=1.CCOC(C)=O. The catalyst is CCCCCC. The product is [C:1]([NH:5][S:6]([C:9]1([CH2:12][C:14]2[CH:19]=[CH:18][CH:17]=[CH:16][CH:15]=2)[CH2:11][CH2:10]1)(=[O:8])=[O:7])([CH3:4])([CH3:2])[CH3:3]. The yield is 0.600.